From a dataset of Catalyst prediction with 721,799 reactions and 888 catalyst types from USPTO. Predict which catalyst facilitates the given reaction. (1) Reactant: Cl[C:2]1[C:7]([C:8]([N:10]([CH2:31][CH2:32][OH:33])[C:11]2[CH:12]=[C:13]3[C:17](=[CH:18][CH:19]=2)[N:16]([C:20]2[CH:25]=[CH:24][CH:23]=[C:22]([O:26][C:27]([F:30])([F:29])[F:28])[CH:21]=2)[CH:15]=[CH:14]3)=[O:9])=[C:6]([Cl:34])[N:5]=[CH:4][N:3]=1.C(N(CC)CC)C. Product: [Cl:34][C:6]1[C:7]2[C:8](=[O:9])[N:10]([C:11]3[CH:12]=[C:13]4[C:17](=[CH:18][CH:19]=3)[N:16]([C:20]3[CH:25]=[CH:24][CH:23]=[C:22]([O:26][C:27]([F:29])([F:30])[F:28])[CH:21]=3)[CH:15]=[CH:14]4)[CH2:31][CH2:32][O:33][C:2]=2[N:3]=[CH:4][N:5]=1. The catalyst class is: 10. (2) Reactant: [N:1]1([C:6]2[NH:22][C:9]3=[N:10][CH:11]=[C:12]([NH:14]C(=O)OC(C)(C)C)[CH:13]=[C:8]3[CH:7]=2)[CH:5]=[CH:4][CH:3]=[N:2]1.[ClH:23]. Product: [ClH:23].[N:1]1([C:6]2[NH:22][C:9]3=[N:10][CH:11]=[C:12]([NH2:14])[CH:13]=[C:8]3[CH:7]=2)[CH:5]=[CH:4][CH:3]=[N:2]1. The catalyst class is: 135. (3) Reactant: [C:1]1([C@H:7]2[CH2:11][O:10][C:9](=[O:12])[N:8]2[CH2:13][C:14]([O:16][CH3:17])=[O:15])[CH:6]=[CH:5][CH:4]=[CH:3][CH:2]=1.[CH3:18][Si]([N-][Si](C)(C)C)(C)C.[Li+].CI. Product: [C:1]1([C@H:7]2[CH2:11][O:10][C:9](=[O:12])[N:8]2[CH:13]([CH3:18])[C:14]([O:16][CH3:17])=[O:15])[CH:2]=[CH:3][CH:4]=[CH:5][CH:6]=1. The catalyst class is: 1. (4) Reactant: Cl([O-])=O.[Na+].P([O-])(O)(O)=[O:6].[Na+].CC(=CC)C.[C:16]([O:20][C:21]([N:23]1[CH2:28][CH2:27][CH:26]([O:29][C:30]2[CH:35]=[CH:34][CH:33]=[CH:32][C:31]=2[CH:36]=[O:37])[CH:25]([F:38])[CH2:24]1)=[O:22])([CH3:19])([CH3:18])[CH3:17]. Product: [C:16]([O:20][C:21]([N:23]1[CH2:28][CH2:27][CH:26]([O:29][C:30]2[CH:35]=[CH:34][CH:33]=[CH:32][C:31]=2[C:36]([OH:6])=[O:37])[CH:25]([F:38])[CH2:24]1)=[O:22])([CH3:19])([CH3:17])[CH3:18]. The catalyst class is: 127. (5) Reactant: C1C(=O)N([Br:8])C(=O)C1.CC(N=NC(C#N)(C)C)(C#N)C.[C:21]([O:24][C:25]1[CH:30]=[CH:29][C:28]([CH2:31][C:32]([O:34][CH3:35])=[O:33])=[CH:27][CH:26]=1)(=[O:23])[CH3:22]. Product: [C:21]([O:24][C:25]1[CH:30]=[CH:29][C:28]([CH:31]([Br:8])[C:32]([O:34][CH3:35])=[O:33])=[CH:27][CH:26]=1)(=[O:23])[CH3:22]. The catalyst class is: 53.